Dataset: Forward reaction prediction with 1.9M reactions from USPTO patents (1976-2016). Task: Predict the product of the given reaction. Given the reactants [OH:1][N:2]1[C:7]([CH3:9])([CH3:8])[CH2:6][CH:5]([OH:10])[CH2:4][C:3]1([CH3:12])[CH3:11].[CH2:13]([CH:15]1[O:17][CH2:16]1)Cl, predict the reaction product. The product is: [OH:1][N:2]1[C:7]([CH3:8])([CH3:9])[CH2:6][CH:5]([O:10][CH2:13][CH:15]2[O:17][CH2:16]2)[CH2:4][C:3]1([CH3:12])[CH3:11].